This data is from Forward reaction prediction with 1.9M reactions from USPTO patents (1976-2016). The task is: Predict the product of the given reaction. (1) Given the reactants [CH3:1][O:2][C:3](=[O:26])[CH2:4][C@H:5]1[C:9]2[CH:10]=[CH:11][C:12]([O:14][C@H:15]3[C:23]4[C:18](=[C:19]([OH:25])[CH:20]=[CH:21][C:22]=4[F:24])[CH2:17][CH2:16]3)=[CH:13][C:8]=2[O:7][CH2:6]1.F[C:28]1[CH:35]=[CH:34][C:31]([C:32]#[N:33])=[CH:30][CH:29]=1.C(=O)([O-])[O-].[Cs+].[Cs+], predict the reaction product. The product is: [CH3:1][O:2][C:3](=[O:26])[CH2:4][C@H:5]1[C:9]2[CH:10]=[CH:11][C:12]([O:14][C@H:15]3[C:23]4[C:18](=[C:19]([O:25][C:28]5[CH:35]=[CH:34][C:31]([C:32]#[N:33])=[CH:30][CH:29]=5)[CH:20]=[CH:21][C:22]=4[F:24])[CH2:17][CH2:16]3)=[CH:13][C:8]=2[O:7][CH2:6]1. (2) Given the reactants Cl[C:2]1[CH:11]=[N:10][C:9]2[C:8]([C:12]([O:14][CH3:15])=[O:13])=[C:7]([O:16][CH3:17])[CH:6]=[CH:5][C:4]=2[N:3]=1.[CH3:18]B1OB(C)OB(C)O1.C(=O)([O-])[O-].[K+].[K+], predict the reaction product. The product is: [CH3:18][C:2]1[CH:11]=[N:10][C:9]2[C:8]([C:12]([O:14][CH3:15])=[O:13])=[C:7]([O:16][CH3:17])[CH:6]=[CH:5][C:4]=2[N:3]=1. (3) Given the reactants [F:1][C:2]([F:42])([F:41])[C:3]1[CH:4]=[C:5]([C@H:13]([N:15]([CH3:40])[C:16]([N:18]2[CH2:31][CH2:30][C@:21]3([NH:25][C@H:24]([C:26]([O:28][CH3:29])=[O:27])[CH2:23][CH2:22]3)[CH2:20][C@@H:19]2[C:32]2[CH:37]=[CH:36][C:35]([F:38])=[CH:34][C:33]=2[CH3:39])=[O:17])[CH3:14])[CH:6]=[C:7]([C:9]([F:12])([F:11])[F:10])[CH:8]=1.ClCCl.[C:46]([O-:49])(O)=[O:47].[Na+], predict the reaction product. The product is: [F:42][C:2]([F:1])([F:41])[C:3]1[CH:4]=[C:5]([C@H:13]([N:15]([CH3:40])[C:16]([N:18]2[CH2:31][CH2:30][C@:21]3([N:25]([C:46]([O:49][C:3]([CH3:4])([CH3:8])[CH3:2])=[O:47])[C@H:24]([C:26]([O:28][CH3:29])=[O:27])[CH2:23][CH2:22]3)[CH2:20][C@@H:19]2[C:32]2[CH:37]=[CH:36][C:35]([F:38])=[CH:34][C:33]=2[CH3:39])=[O:17])[CH3:14])[CH:6]=[C:7]([C:9]([F:10])([F:11])[F:12])[CH:8]=1. (4) Given the reactants C1([CH2:7][CH2:8][CH2:9][C:10]2[N:11]=[C:12]([C:15]([OH:17])=O)[NH:13][CH:14]=2)C=CC=CC=1.[CH:18]([N:21](C(C)C)CC)(C)[CH3:19].O[C:28]1[C:36]2N=NN[C:32]=2[CH:31]=[CH:30][CH:29]=1.Cl.[CH3:38]N(C)CCCN=C=NCC.[Cl-].[Na+].[C:51]([O:54]CC)(=[O:53])[CH3:52].CCC[CH2:60][CH2:61][CH3:62], predict the reaction product. The product is: [C:61]([O:54][C:51](=[O:53])[CH2:52][N:21]([CH2:18][CH2:19][C:28]1[CH:36]=[CH:32][CH:31]=[CH:30][CH:29]=1)[C:15]([C:12]1[NH:11][C:10]([CH2:9][CH2:8][CH3:7])=[CH:14][N:13]=1)=[O:17])([CH3:60])([CH3:62])[CH3:38]. (5) The product is: [C:3]([NH:15][NH2:16])(=[O:2])[CH2:4][CH2:5][CH2:6][CH2:7][CH2:8][CH2:9][CH2:10][CH2:11][CH3:12]. Given the reactants C[O:2][C:3](=O)[CH2:4][CH2:5][CH2:6][CH2:7][CH2:8][CH2:9][CH2:10][CH2:11][CH3:12].O.[NH2:15][NH2:16], predict the reaction product. (6) Given the reactants [CH3:1][C:2]1[CH:3]=[CH:4][C:5]([N:22]2[CH2:27][CH2:26][O:25][CH2:24][CH2:23]2)=[C:6]([CH2:8][N:9]2[CH2:14][CH2:13][N:12](C(OC(C)(C)C)=O)[CH2:11][CH2:10]2)[CH:7]=1.FC(F)(F)C(O)=O, predict the reaction product. The product is: [CH3:1][C:2]1[CH:3]=[CH:4][C:5]([N:22]2[CH2:23][CH2:24][O:25][CH2:26][CH2:27]2)=[C:6]([CH2:8][N:9]2[CH2:14][CH2:13][NH:12][CH2:11][CH2:10]2)[CH:7]=1.